This data is from Reaction yield outcomes from USPTO patents with 853,638 reactions. The task is: Predict the reaction yield, written as a fraction of the theoretical maximum amount of product (1.0 means a 100% yield; for example, 0.34 means a 34% yield). (1) The reactants are Cl.[Cl:2][C:3]1[CH:4]=[C:5]2[C:9](=[CH:10][CH:11]=1)[NH:8][CH:7]=[C:6]2[CH2:12][CH2:13][NH2:14].[Cl:15][C:16]1[CH:21]=[CH:20][C:19]([N:22]2[CH2:26][CH2:25][CH:24]([C:27](O)=[O:28])[C:23]2=[O:30])=[CH:18][C:17]=1[F:31].CN(C(ON1N=NC2C=CC=NC1=2)=[N+](C)C)C.F[P-](F)(F)(F)(F)F.C(N(CC)C(C)C)(C)C. The yield is 0.420. The catalyst is CN(C=O)C. The product is [Cl:2][C:3]1[CH:4]=[C:5]2[C:9](=[CH:10][CH:11]=1)[NH:8][CH:7]=[C:6]2[CH2:12][CH2:13][NH:14][C:27]([CH:24]1[CH2:25][CH2:26][N:22]([C:19]2[CH:20]=[CH:21][C:16]([Cl:15])=[C:17]([F:31])[CH:18]=2)[C:23]1=[O:30])=[O:28]. (2) The reactants are Cl.[NH2:2][OH:3].[OH-].[K+].C[O:7][C:8]([CH:10]([NH:15][C:16](=[O:22])[O:17][C:18]([CH3:21])([CH3:20])[CH3:19])[CH:11]([CH3:14])[CH2:12][CH3:13])=O.O. The catalyst is CO.C(O)(=O)C. The product is [OH:3][NH:2][C:8]([CH:10]([NH:15][C:16](=[O:22])[O:17][C:18]([CH3:21])([CH3:20])[CH3:19])[CH:11]([CH3:14])[CH2:12][CH3:13])=[O:7]. The yield is 0.900. (3) The yield is 0.860. The catalyst is C1COCC1. The reactants are [Cl:1][C:2]1[CH:7]=[CH:6][C:5]([OH:8])=[C:4]([I:9])[CH:3]=1.[CH2:10]([N:17]1[CH2:22][CH:21]=[C:20]([CH2:23]O)[CH2:19][CH2:18]1)[C:11]1[CH:16]=[CH:15][CH:14]=[CH:13][CH:12]=1.C1(P(C2C=CC=CC=2)C2C=CC=CC=2)C=CC=CC=1.CCOC(/N=N/C(OCC)=O)=O. The product is [CH2:10]([N:17]1[CH2:18][CH:19]=[C:20]([CH2:23][O:8][C:5]2[CH:6]=[CH:7][C:2]([Cl:1])=[CH:3][C:4]=2[I:9])[CH2:21][CH2:22]1)[C:11]1[CH:16]=[CH:15][CH:14]=[CH:13][CH:12]=1.